This data is from Full USPTO retrosynthesis dataset with 1.9M reactions from patents (1976-2016). The task is: Predict the reactants needed to synthesize the given product. (1) Given the product [Cl:1][C:2]1[CH:7]=[C:6]([Cl:8])[CH:5]=[CH:4][C:3]=1[N:9]([CH3:29])[C:10]([C:12]1[S:21][C:20]2[C:19]3[CH:22]=[C:23]([C:26]([N:35]4[CH2:34][C@@H:33]([CH3:37])[NH:32][C@@H:31]([CH3:30])[CH2:36]4)=[O:27])[CH:24]=[CH:25][C:18]=3[O:17][CH2:16][CH2:15][C:14]=2[CH:13]=1)=[O:11], predict the reactants needed to synthesize it. The reactants are: [Cl:1][C:2]1[CH:7]=[C:6]([Cl:8])[CH:5]=[CH:4][C:3]=1[N:9]([CH3:29])[C:10]([C:12]1[S:21][C:20]2[C:19]3[CH:22]=[C:23]([C:26](O)=[O:27])[CH:24]=[CH:25][C:18]=3[O:17][CH2:16][CH2:15][C:14]=2[CH:13]=1)=[O:11].[CH3:30][CH:31]1[CH2:36][NH:35][CH2:34][CH:33]([CH3:37])[NH:32]1. (2) The reactants are: [CH:1]([N:14]1[CH2:17][C:16](=[O:18])[CH2:15]1)([C:8]1[CH:13]=[CH:12][CH:11]=[CH:10][CH:9]=1)[C:2]1[CH:7]=[CH:6][CH:5]=[CH:4][CH:3]=1.[CH3:19][Mg+].[Br-].[OH-].[Na+]. Given the product [CH:1]([N:14]1[CH2:17][C:16]([CH3:19])([OH:18])[CH2:15]1)([C:8]1[CH:13]=[CH:12][CH:11]=[CH:10][CH:9]=1)[C:2]1[CH:3]=[CH:4][CH:5]=[CH:6][CH:7]=1, predict the reactants needed to synthesize it. (3) Given the product [C:13]([C:4]1[CH:3]=[C:2]([CH:7]=[CH:6][C:5]=1[N:8]1[CH2:12][CH2:11][CH2:10][CH2:9]1)[CH:25]=[O:26])([CH3:16])([CH3:15])[CH3:14], predict the reactants needed to synthesize it. The reactants are: Br[C:2]1[CH:7]=[CH:6][C:5]([N:8]2[CH2:12][CH2:11][CH2:10][CH2:9]2)=[C:4]([C:13]([CH3:16])([CH3:15])[CH3:14])[CH:3]=1.C([Li])CCC.CN([CH:25]=[O:26])C. (4) Given the product [ClH:1].[Cl:1][C:2]1[CH:3]=[C:4]([CH:9]([CH2:21][CH2:22][N:33]2[CH2:32][CH2:31][CH:30]([N:29]3[CH2:28][CH2:27][O:26][C:25]3=[O:24])[CH2:35][CH2:34]2)[CH2:10][N:11]([CH3:20])[C:12](=[O:19])[C:13]2[CH:14]=[CH:15][CH:16]=[CH:17][CH:18]=2)[CH:5]=[CH:6][C:7]=1[Cl:8], predict the reactants needed to synthesize it. The reactants are: [Cl:1][C:2]1[CH:3]=[C:4]([CH:9]([CH2:21][CH:22]=O)[CH2:10][N:11]([CH3:20])[C:12](=[O:19])[C:13]2[CH:18]=[CH:17][CH:16]=[CH:15][CH:14]=2)[CH:5]=[CH:6][C:7]=1[Cl:8].[O:24]=[C:25]1[N:29]([CH:30]2[CH2:35][CH2:34][NH:33][CH2:32][CH2:31]2)[CH2:28][CH2:27][O:26]1.C(O)(=O)C.C([BH3-])#N.[Na+]. (5) Given the product [Cl:17][C:5]1[C:6]([C:8]2[C:16]3[C:11](=[CH:12][CH:13]=[CH:14][CH:15]=3)[NH:10][CH:9]=2)=[N:7][C:2]([NH:18][C:19]2[CH:24]=[CH:23][C:22]([N:25]3[CH2:30][CH2:29][CH:28]([N:31]([CH3:32])[CH3:33])[CH2:27][CH2:26]3)=[CH:21][C:20]=2[O:34][CH3:35])=[N:3][CH:4]=1, predict the reactants needed to synthesize it. The reactants are: Cl[C:2]1[N:7]=[C:6]([C:8]2[C:16]3[C:11](=[CH:12][CH:13]=[CH:14][CH:15]=3)[NH:10][CH:9]=2)[C:5]([Cl:17])=[CH:4][N:3]=1.[NH2:18][C:19]1[CH:24]=[CH:23][C:22]([N:25]2[CH2:30][CH2:29][CH:28]([N:31]([CH3:33])[CH3:32])[CH2:27][CH2:26]2)=[CH:21][C:20]=1[O:34][CH3:35]. (6) Given the product [Cl:1][C:2]1[CH:3]=[C:4]([C:24]2[C:33]3[CH2:32][CH2:31][CH2:30][CH:29]([NH:34][C:35](=[O:38])[CH2:36][CH3:37])[C:28]=3[CH:27]=[N:26][CH:25]=2)[CH:5]=[C:6]2[C:11]=1[N:10]([CH3:12])[C:9](=[O:13])[CH2:8][CH2:7]2, predict the reactants needed to synthesize it. The reactants are: [Cl:1][C:2]1[CH:3]=[C:4](B2OC(C)(C)C(C)(C)O2)[CH:5]=[C:6]2[C:11]=1[N:10]([CH3:12])[C:9](=[O:13])[CH2:8][CH2:7]2.Br[C:24]1[C:33]2[CH2:32][CH2:31][CH2:30][CH:29]([NH:34][C:35](=[O:38])[CH2:36][CH3:37])[C:28]=2[CH:27]=[N:26][CH:25]=1. (7) Given the product [ClH:1].[CH:17]1([NH:16][C:14]2[N:13]([CH3:23])[C:12]3[CH:24]=[CH:25][C:9]([N:8]([CH3:26])[C:6]4[CH:5]=[CH:4][N:3]=[C:2]([NH:27][C:28]5[CH:29]=[CH:30][C:31]([CH3:38])=[C:32]([S:34]([NH2:37])(=[O:35])=[O:36])[CH:33]=5)[N:7]=4)=[CH:10][C:11]=3[N:15]=2)[CH2:22][CH2:21][CH2:20][CH2:19][CH2:18]1, predict the reactants needed to synthesize it. The reactants are: [Cl:1][C:2]1[N:7]=[C:6]([N:8]([CH3:26])[C:9]2[CH:25]=[CH:24][C:12]3[N:13]([CH3:23])[C:14]([NH:16][CH:17]4[CH2:22][CH2:21][CH2:20][CH2:19][CH2:18]4)=[N:15][C:11]=3[CH:10]=2)[CH:5]=[CH:4][N:3]=1.[NH2:27][C:28]1[CH:29]=[CH:30][C:31]([CH3:38])=[C:32]([S:34]([NH2:37])(=[O:36])=[O:35])[CH:33]=1. (8) Given the product [CH2:20]([O:27][C:28]1[CH:29]=[CH:30][C:31]([NH:34][C:8]2[C:9](=[O:10])[N:5]([CH2:1][CH2:2][CH2:3][CH3:4])[S:6](=[O:19])(=[O:18])[C:7]=2[C:12]2[CH:17]=[CH:16][CH:15]=[CH:14][CH:13]=2)=[CH:32][CH:33]=1)[C:21]1[CH:22]=[CH:23][CH:24]=[CH:25][CH:26]=1, predict the reactants needed to synthesize it. The reactants are: [CH2:1]([N:5]1[C:9](=[O:10])[C:8](Cl)=[C:7]([C:12]2[CH:17]=[CH:16][CH:15]=[CH:14][CH:13]=2)[S:6]1(=[O:19])=[O:18])[CH2:2][CH2:3][CH3:4].[CH2:20]([O:27][C:28]1[CH:33]=[CH:32][C:31]([NH2:34])=[CH:30][CH:29]=1)[C:21]1[CH:26]=[CH:25][CH:24]=[CH:23][CH:22]=1.CCOC(C)=O.